Dataset: Full USPTO retrosynthesis dataset with 1.9M reactions from patents (1976-2016). Task: Predict the reactants needed to synthesize the given product. (1) Given the product [ClH:14].[NH2:2][CH:3]([C:5]1[CH:6]=[C:7]([CH:11]=[CH:12][CH:13]=1)[C:8]([OH:10])=[O:9])[CH3:4], predict the reactants needed to synthesize it. The reactants are: O[N:2]=[C:3]([C:5]1[CH:6]=[C:7]([CH:11]=[CH:12][CH:13]=1)[C:8]([OH:10])=[O:9])[CH3:4].[ClH:14]. (2) Given the product [NH2:20][C:17]1[CH:18]=[C:19]2[C:14](=[C:15]([F:23])[CH:16]=1)[N:13]=[CH:12][C:11]([C:24]#[N:25])=[C:10]2[NH:9][C:4]1[CH:5]=[CH:6][C:7]([F:8])=[C:2]([Cl:1])[CH:3]=1, predict the reactants needed to synthesize it. The reactants are: [Cl:1][C:2]1[CH:3]=[C:4]([NH:9][C:10]2[C:19]3[C:14](=[C:15]([F:23])[CH:16]=[C:17]([N+:20]([O-])=O)[CH:18]=3)[N:13]=[CH:12][C:11]=2[C:24]#[N:25])[CH:5]=[CH:6][C:7]=1[F:8].O.O.[Sn](Cl)(Cl)(Cl)Cl. (3) Given the product [Cl:1][C:2]1[CH:7]=[CH:6][C:5]([CH2:8][C:9]([NH:11][CH2:12][CH:13]2[CH2:40][CH2:39][C:16]3[NH:17][CH:18]=[N:19][C:15]=3[CH2:14]2)=[O:10])=[CH:4][CH:3]=1, predict the reactants needed to synthesize it. The reactants are: [Cl:1][C:2]1[CH:7]=[CH:6][C:5]([CH2:8][C:9]([NH:11][CH2:12][CH:13]2[CH2:40][CH2:39][C:16]3[N:17](C(C4C=CC=CC=4)(C4C=CC=CC=4)C4C=CC=CC=4)[CH:18]=[N:19][C:15]=3[CH2:14]2)=[O:10])=[CH:4][CH:3]=1. (4) Given the product [N+:21]([C:16]1[CH:17]=[N:18][CH:19]=[CH:20][C:15]=1[O:1][CH2:2][CH2:3][NH:4][C:5](=[O:11])[O:6][C:7]([CH3:8])([CH3:10])[CH3:9])([O-:23])=[O:22], predict the reactants needed to synthesize it. The reactants are: [OH:1][CH2:2][CH2:3][NH:4][C:5](=[O:11])[O:6][C:7]([CH3:10])([CH3:9])[CH3:8].[H-].[Na+].Cl[C:15]1[CH:20]=[CH:19][N:18]=[CH:17][C:16]=1[N+:21]([O-:23])=[O:22].O. (5) Given the product [Cl:30][C:24]1[CH:25]=[CH:26][C:27]([Cl:29])=[CH:28][C:23]=1[CH2:22][N:21]1[CH2:20][CH2:19][NH:18][C:17]2[N:31]=[CH:32][C:14]([C:11]3[CH2:12][CH2:13][NH:8][CH2:9][CH:10]=3)=[CH:15][C:16]1=2, predict the reactants needed to synthesize it. The reactants are: C(OC([N:8]1[CH2:13][CH:12]=[C:11]([C:14]2[CH:32]=[N:31][C:17]3[NH:18][CH2:19][CH2:20][N:21]([CH2:22][C:23]4[CH:28]=[C:27]([Cl:29])[CH:26]=[CH:25][C:24]=4[Cl:30])[C:16]=3[CH:15]=2)[CH2:10][CH2:9]1)=O)(C)(C)C.